From a dataset of Forward reaction prediction with 1.9M reactions from USPTO patents (1976-2016). Predict the product of the given reaction. (1) The product is: [CH2:15]([O:14][C:12]([CH2:11][N:1]1[CH2:9][CH2:8][N:7]([CH2:11][C:12]([O:14][CH2:15][CH3:16])=[O:13])[CH2:6][CH2:5][N:4]([CH2:11][C:12]([O:14][CH2:15][CH3:16])=[O:13])[CH2:3][CH2:2]1)=[O:13])[CH3:16]. Given the reactants [NH:1]1[CH2:9][CH2:8][NH:7][CH2:6][CH2:5][NH:4][CH2:3][CH2:2]1.Br[CH2:11][C:12]([O:14][CH2:15][CH3:16])=[O:13], predict the reaction product. (2) Given the reactants [CH2:1]([N:8]1[C@@H:13]2[C@H:14]([S:16]([C:19]3[CH:24]=[CH:23][CH:22]=[CH:21][CH:20]=3)(=[O:18])=[O:17])[CH2:15][C@@:9]1([C:26]1[CH:31]=[CH:30][C:29]([F:32])=[CH:28][CH:27]=1)[C:10](=[O:25])[CH2:11][CH2:12]2)[C:2]1[CH:7]=[CH:6][CH:5]=[CH:4][CH:3]=1.[BH4-].[Na+], predict the reaction product. The product is: [CH2:1]([N:8]1[C@@H:13]2[C@H:14]([S:16]([C:19]3[CH:24]=[CH:23][CH:22]=[CH:21][CH:20]=3)(=[O:17])=[O:18])[CH2:15][C@@:9]1([C:26]1[CH:27]=[CH:28][C:29]([F:32])=[CH:30][CH:31]=1)[C@H:10]([OH:25])[CH2:11][CH2:12]2)[C:2]1[CH:7]=[CH:6][CH:5]=[CH:4][CH:3]=1. (3) The product is: [CH3:13][S:12]([CH2:11][O:10][C:6]1[CH:5]=[C:4]([CH:9]=[CH:8][CH:7]=1)[CH2:3][NH:2][CH3:1])=[O:14]. Given the reactants [CH3:1][NH:2][CH2:3][C:4]1[CH:9]=[CH:8][CH:7]=[C:6]([O:10][CH2:11][S:12][CH3:13])[CH:5]=1.[OH:14]O, predict the reaction product.